This data is from TCR-epitope binding with 47,182 pairs between 192 epitopes and 23,139 TCRs. The task is: Binary Classification. Given a T-cell receptor sequence (or CDR3 region) and an epitope sequence, predict whether binding occurs between them. (1) The epitope is FRYMNSQGL. The TCR CDR3 sequence is CASSDLSSRKAFF. Result: 0 (the TCR does not bind to the epitope). (2) The epitope is GTSGSPIVNR. The TCR CDR3 sequence is CASSLKGPFGDSSSPLHF. Result: 0 (the TCR does not bind to the epitope). (3) The epitope is GTITVEELK. The TCR CDR3 sequence is CASSVGGESQLHF. Result: 0 (the TCR does not bind to the epitope). (4) The epitope is KLNVGDYFV. The TCR CDR3 sequence is CASSLGLAGPAYEQYF. Result: 1 (the TCR binds to the epitope). (5) The TCR CDR3 sequence is CASSSGASNEQFF. Result: 0 (the TCR does not bind to the epitope). The epitope is LQPFPQPELPYPQPQ. (6) The epitope is LEPLVDLPI. The TCR CDR3 sequence is CSVGLSSMREAGYEQYF. Result: 1 (the TCR binds to the epitope).